Task: Predict the reactants needed to synthesize the given product.. Dataset: Full USPTO retrosynthesis dataset with 1.9M reactions from patents (1976-2016) (1) Given the product [CH3:1][O:2][C:3]1[CH:9]=[CH:8][C:6]([NH:7][CH:12]=[C:13]([C:14]([O:16][CH2:17][CH3:18])=[O:15])[C:19]([O:21][CH2:22][CH3:23])=[O:20])=[CH:5][CH:4]=1, predict the reactants needed to synthesize it. The reactants are: [CH3:1][O:2][C:3]1[CH:9]=[CH:8][C:6]([NH2:7])=[CH:5][CH:4]=1.CO[CH:12]=[C:13]([C:19]([O:21][CH2:22][CH3:23])=[O:20])[C:14]([O:16][CH2:17][CH3:18])=[O:15]. (2) Given the product [Br:32][CH2:10][CH2:9][C:5]1[CH:6]=[CH:7][CH:8]=[C:3]([O:2][CH3:1])[CH:4]=1, predict the reactants needed to synthesize it. The reactants are: [CH3:1][O:2][C:3]1[CH:4]=[C:5]([CH2:9][CH2:10]O)[CH:6]=[CH:7][CH:8]=1.C1C=CC(P(C2C=CC=CC=2)C2C=CC=CC=2)=CC=1.C(Br)(Br)(Br)[Br:32]. (3) Given the product [CH3:27][O:26][C:25]1[CH:24]=[C:23]([CH:31]=[CH:30][C:28]=1[O:29][CH2:2][C:3]1[N:4]=[C:5]([C:9]2[CH:10]=[N:11][CH:12]=[CH:13][CH:14]=2)[O:6][C:7]=1[CH3:8])[CH:22]=[O:21], predict the reactants needed to synthesize it. The reactants are: Cl[CH2:2][C:3]1[N:4]=[C:5]([C:9]2[CH:10]=[N:11][CH:12]=[CH:13][CH:14]=2)[O:6][C:7]=1[CH3:8].C(=O)([O-])[O-].[K+].[K+].[O:21]=[CH:22][C:23]1[CH:31]=[CH:30][C:28]([OH:29])=[C:25]([O:26][CH3:27])[CH:24]=1.CN(C)C=O.